This data is from Catalyst prediction with 721,799 reactions and 888 catalyst types from USPTO. The task is: Predict which catalyst facilitates the given reaction. Reactant: [C:1]([C:3]1[CH:8]=[CH:7][C:6]([CH:9]2[O:11][CH:10]2C([O-])=O)=[CH:5][C:4]=1[CH3:15])#[N:2].CC[O-].[Na+].O. Product: [CH3:15][C:4]1[CH:5]=[C:6]([CH2:9][CH:10]=[O:11])[CH:7]=[CH:8][C:3]=1[C:1]#[N:2]. The catalyst class is: 8.